From a dataset of Reaction yield outcomes from USPTO patents with 853,638 reactions. Predict the reaction yield, written as a fraction of the theoretical maximum amount of product (1.0 means a 100% yield; for example, 0.34 means a 34% yield). (1) The reactants are [C:1]([O:5][C:6]([NH:8][C@@H:9]([CH3:16])/[CH:10]=[CH:11]/[C:12]([O:14][CH3:15])=[O:13])=[O:7])([CH3:4])([CH3:3])[CH3:2].C(OC(N[C@H](C)C(N(OC)C)=O)=O)(C)(C)C. No catalyst specified. The product is [C:1]([O:5][C:6]([NH:8][C@H:9]([CH3:16])/[CH:10]=[CH:11]/[C:12]([O:14][CH3:15])=[O:13])=[O:7])([CH3:4])([CH3:3])[CH3:2]. The yield is 0.790. (2) The reactants are [C:1]([O:5][C:6]([NH:8][C:9]([CH3:14])([CH2:12][OH:13])[CH2:10][OH:11])=[O:7])([CH3:4])([CH3:3])[CH3:2].[C:15](OC=C)(=[O:21])[CH2:16][CH2:17][CH2:18][CH2:19][CH3:20]. The catalyst is C(OC(C)C)(C)C. The product is [C:1]([O:5][C:6]([NH:8][C@@:9]([CH3:14])([CH2:10][O:11][C:15](=[O:21])[CH2:16][CH2:17][CH2:18][CH2:19][CH3:20])[CH2:12][OH:13])=[O:7])([CH3:4])([CH3:3])[CH3:2]. The yield is 0.850. (3) No catalyst specified. The yield is 0.850. The product is [CH2:1]([O:3][C:4](=[O:13])[C:5]1[CH:10]=[C:9]([CH3:11])[C:8]([Cl:16])=[N:7][CH:6]=1)[CH3:2]. The reactants are [CH2:1]([O:3][C:4](=[O:13])[C:5]1[CH:10]=[C:9]([CH3:11])[C:8](O)=[N:7][CH:6]=1)[CH3:2].O=P(Cl)(Cl)[Cl:16]. (4) The reactants are [F:1][C:2]1[CH:31]=[CH:30][C:5]([C:6]([NH:8][C:9]2[N:13]([C@@H:14]3[CH2:19][CH2:18][C@H:17]([C:20]([O:22][CH3:23])=[O:21])[CH2:16][CH2:15]3)[C:12]3[CH:24]=[C:25]([CH2:28]O)[CH:26]=[CH:27][C:11]=3[N:10]=2)=[O:7])=[CH:4][CH:3]=1.S(Cl)(Cl)=O.[NH:36]1[CH2:41][CH2:40][CH2:39][CH2:38][CH2:37]1. The catalyst is C(Cl)Cl.CS(C)=O. The product is [F:1][C:2]1[CH:31]=[CH:30][C:5]([C:6](/[N:8]=[C:9]2\[NH:10][C:11]3[CH:27]=[CH:26][C:25]([CH2:28][N:36]4[CH2:41][CH2:40][CH2:39][CH2:38][CH2:37]4)=[CH:24][C:12]=3[N:13]\2[C@@H:14]2[CH2:15][CH2:16][C@H:17]([C:20]([O:22][CH3:23])=[O:21])[CH2:18][CH2:19]2)=[O:7])=[CH:4][CH:3]=1. The yield is 0.682. (5) The reactants are F[C:2]1[C:3]([C:12]#[C:13][Si](C)(C)C)=[C:4]([C:10]#[N:11])[C:5](=[CH:8][CH:9]=1)[C:6]#[N:7].C([O-])([O-])=O.[K+].[K+].[C:24]1([C@H:30]([NH2:32])[CH3:31])[CH:29]=[CH:28][CH:27]=[CH:26][CH:25]=1. The catalyst is CN1C(=O)CCC1. The product is [C:24]1([C@H:30]([N:32]2[C:2]3[C:3](=[C:4]([C:10]#[N:11])[C:5]([C:6]#[N:7])=[CH:8][CH:9]=3)[CH:12]=[CH:13]2)[CH3:31])[CH:29]=[CH:28][CH:27]=[CH:26][CH:25]=1. The yield is 0.510. (6) The reactants are [C:1]([O:5][C:6]([C:8]1[CH:9]=[C:10]([S:19]([NH2:22])(=[O:21])=[O:20])[C:11]2[C:16]([C:17]=1[OH:18])=[CH:15][CH:14]=[CH:13][CH:12]=2)=[O:7])([CH3:4])([CH3:3])[CH3:2].[Cl:23][C:24]1[CH:25]=[C:26]([NH:40][C:41](OC2C=CC=CC=2)=[O:42])[C:27](=[CH:38][CH:39]=1)[C:28]([O:30][CH2:31][C:32]1[CH:37]=[CH:36][CH:35]=[CH:34][CH:33]=1)=[O:29]. The product is [C:1]([O:5][C:6]([C:8]1[CH:9]=[C:10]([S:19]([NH:22][C:41]([NH:40][C:26]2[CH:25]=[C:24]([Cl:23])[CH:39]=[CH:38][C:27]=2[C:28]([O:30][CH2:31][C:32]2[CH:37]=[CH:36][CH:35]=[CH:34][CH:33]=2)=[O:29])=[O:42])(=[O:20])=[O:21])[C:11]2[C:16](=[CH:15][CH:14]=[CH:13][CH:12]=2)[C:17]=1[OH:18])=[O:7])([CH3:4])([CH3:2])[CH3:3]. The yield is 0.730. No catalyst specified. (7) The reactants are [CH:1]1([CH:5]([O:16][CH3:17])[C:6]2[CH:14]=[CH:13][CH:12]=[C:11]3[C:7]=2[CH2:8][CH2:9][CH:10]3[OH:15])[CH2:4][CH2:3][CH2:2]1.[CH3:18][O:19][C:20](=[O:32])[CH2:21][C@H:22]1[C:26]2[CH:27]=[CH:28][C:29](O)=[CH:30][C:25]=2[O:24][CH2:23]1. No catalyst specified. The product is [CH3:18][O:19][C:20](=[O:32])[CH2:21][C@H:22]1[C:26]2[CH:27]=[CH:28][C:29]([O:15][CH:10]3[C:11]4[C:7](=[C:6]([CH:5]([CH:1]5[CH2:2][CH2:3][CH2:4]5)[O:16][CH3:17])[CH:14]=[CH:13][CH:12]=4)[CH2:8][CH2:9]3)=[CH:30][C:25]=2[O:24][CH2:23]1. The yield is 0.630.